Dataset: Full USPTO retrosynthesis dataset with 1.9M reactions from patents (1976-2016). Task: Predict the reactants needed to synthesize the given product. (1) Given the product [ClH:1].[NH:2]1[CH:6]=[CH:5][C:4]([C:7]2[CH:21]=[CH:20][CH:19]=[CH:18][C:8]=2[CH2:9][NH2:10])=[N:3]1, predict the reactants needed to synthesize it. The reactants are: [ClH:1].[NH:2]1[CH:6]=[CH:5][C:4]([C:7]2[CH:21]=[CH:20][CH:19]=[CH:18][C:8]=2[CH2:9][NH:10]C(=O)OC(C)(C)C)=[N:3]1. (2) Given the product [I:1][C:2]1[CH:7]=[CH:6][C:5]([O:8][CH2:11][O:12][CH3:13])=[CH:4][CH:3]=1, predict the reactants needed to synthesize it. The reactants are: [I:1][C:2]1[CH:7]=[CH:6][C:5]([OH:8])=[CH:4][CH:3]=1.[H-].[Na+].[CH2:11](Cl)[O:12][CH3:13].